The task is: Regression. Given a peptide amino acid sequence and an MHC pseudo amino acid sequence, predict their binding affinity value. This is MHC class I binding data.. This data is from Peptide-MHC class I binding affinity with 185,985 pairs from IEDB/IMGT. (1) The peptide sequence is KLMPGSIYV. The MHC is HLA-B44:02 with pseudo-sequence HLA-B44:02. The binding affinity (normalized) is 0.0847. (2) The binding affinity (normalized) is 0.0432. The MHC is HLA-A01:01 with pseudo-sequence HLA-A01:01. The peptide sequence is VYHITVSQI. (3) The peptide sequence is TLLGLILFVL. The MHC is HLA-A02:01 with pseudo-sequence HLA-A02:01. The binding affinity (normalized) is 0.671. (4) The peptide sequence is FMGVIYIMI. The MHC is HLA-A02:01 with pseudo-sequence HLA-A02:01. The binding affinity (normalized) is 0.763.